Task: Predict the reactants needed to synthesize the given product.. Dataset: Full USPTO retrosynthesis dataset with 1.9M reactions from patents (1976-2016) (1) Given the product [O:9]=[C:8]1[NH:7][C:6]2[CH:10]=[CH:11][CH:12]=[CH:13][C:5]=2[C:4]([C:14]2[CH:15]=[CH:16][CH:17]=[CH:18][CH:19]=2)=[N:3][CH:2]1[NH:1][C:21]([NH:20][C:23]1[CH:28]=[CH:27][C:26]([O:29][C:30]2[CH:31]=[CH:32][CH:33]=[CH:34][CH:35]=2)=[CH:25][CH:24]=1)=[O:22], predict the reactants needed to synthesize it. The reactants are: [NH2:1][CH:2]1[C:8](=[O:9])[NH:7][C:6]2[CH:10]=[CH:11][CH:12]=[CH:13][C:5]=2[C:4]([C:14]2[CH:19]=[CH:18][CH:17]=[CH:16][CH:15]=2)=[N:3]1.[N:20]([C:23]1[CH:28]=[CH:27][C:26]([O:29][C:30]2[CH:35]=[CH:34][CH:33]=[CH:32][CH:31]=2)=[CH:25][CH:24]=1)=[C:21]=[O:22]. (2) Given the product [N:1]1([CH2:8][CH2:9][O:10][C:11]2[CH:38]=[CH:37][C:14]([C:15]([C:17]3[C:26]4[C:21](=[CH:22][C:23]([O:27][CH3:28])=[CH:24][CH:25]=4)[CH:20]=[CH:19][C:18]=3[C:41]3[C:40]([F:39])=[CH:45][CH:44]=[CH:43][C:42]=3[F:46])=[O:16])=[CH:13][CH:12]=2)[CH2:2][CH2:3][CH2:4][CH2:5][CH2:6][CH2:7]1, predict the reactants needed to synthesize it. The reactants are: [N:1]1([CH2:8][CH2:9][O:10][C:11]2[CH:38]=[CH:37][C:14]([C:15]([C:17]3[C:26]4[C:21](=[CH:22][C:23]([O:27][CH3:28])=[CH:24][CH:25]=4)[CH:20]=[CH:19][C:18]=3OS(C(F)(F)F)(=O)=O)=[O:16])=[CH:13][CH:12]=2)[CH2:7][CH2:6][CH2:5][CH2:4][CH2:3][CH2:2]1.[F:39][C:40]1[CH:45]=[CH:44][CH:43]=[C:42]([F:46])[C:41]=1B(O)O.P([O-])([O-])([O-])=O.[K+].[K+].[K+]. (3) Given the product [NH2:1][C:2]1[N:3]=[C:4]([Cl:13])[C:5]2[C:11](=[O:12])[CH2:10][CH2:9][N:8]([CH2:16][C:17]3[C:22]([CH3:23])=[C:21]([O:24][CH3:25])[C:20]([CH3:26])=[CH:19][N:18]=3)[C:6]=2[N:7]=1, predict the reactants needed to synthesize it. The reactants are: [NH2:1][C:2]1[N:3]=[C:4]([Cl:13])[C:5]2[C:11](=[O:12])[CH2:10][CH2:9][NH:8][C:6]=2[N:7]=1.Cl.Cl[CH2:16][C:17]1[C:22]([CH3:23])=[C:21]([O:24][CH3:25])[C:20]([CH3:26])=[CH:19][N:18]=1.C(=O)([O-])[O-].[Cs+].[Cs+]. (4) Given the product [Br:1][C:2]1[CH:7]=[C:6]([C:8]([F:20])([C:16]([F:17])([F:18])[F:19])[C:9]([F:14])([F:15])[C:10]([F:11])([F:13])[F:12])[CH:5]=[C:4]([Cl:21])[C:3]=1[NH:22][C:26](=[O:27])[C:25]1[CH:29]=[CH:30][CH:31]=[C:32]([N+:33]([O-:35])=[O:34])[C:24]=1[F:23], predict the reactants needed to synthesize it. The reactants are: [Br:1][C:2]1[CH:7]=[C:6]([C:8]([F:20])([C:16]([F:19])([F:18])[F:17])[C:9]([F:15])([F:14])[C:10]([F:13])([F:12])[F:11])[CH:5]=[C:4]([Cl:21])[C:3]=1[NH2:22].[F:23][C:24]1[C:32]([N+:33]([O-:35])=[O:34])=[CH:31][CH:30]=[CH:29][C:25]=1[C:26](O)=[O:27].C(N(CC)CC)C.O=C1N([ClH]P([ClH]N2CCOC2=O)=O)CCO1. (5) Given the product [Br:1][C:2]1[CH:3]=[C:4]([O:9][CH:11]([CH3:16])[C:12]#[N:13])[C:5]([Cl:8])=[N:6][CH:7]=1, predict the reactants needed to synthesize it. The reactants are: [Br:1][C:2]1[CH:3]=[C:4]([OH:9])[C:5]([Cl:8])=[N:6][CH:7]=1.Br[C:11]1[C:12](Cl)=[N:13]C=C(O)[CH:16]=1.ClC(C)C#N.C(=O)([O-])[O-].[Cs+].[Cs+].